This data is from Forward reaction prediction with 1.9M reactions from USPTO patents (1976-2016). The task is: Predict the product of the given reaction. (1) Given the reactants [CH3:1][O:2][CH2:3][CH2:4][O:5][C:6]1[C:15]([O:16][CH2:17][CH2:18][O:19][CH3:20])=[CH:14][C:13]([N+:21]([O-])=O)=[CH:12][C:7]=1[C:8]([O:10][CH3:11])=[O:9], predict the reaction product. The product is: [NH2:21][C:13]1[CH:14]=[C:15]([O:16][CH2:17][CH2:18][O:19][CH3:20])[C:6]([O:5][CH2:4][CH2:3][O:2][CH3:1])=[C:7]([CH:12]=1)[C:8]([O:10][CH3:11])=[O:9]. (2) Given the reactants [C:1]([C:5]1[O:6][C:7]2[C:13]([S:14](Cl)(=[O:16])=[O:15])=[C:12]([Cl:18])[CH:11]=[CH:10][C:8]=2[N:9]=1)([CH3:4])([CH3:3])[CH3:2].C(N(CC)CC)C.[C:26]([O:30][C:31]([N:33]1[CH2:38][CH2:37][NH:36][CH2:35][CH2:34]1)=[O:32])([CH3:29])([CH3:28])[CH3:27], predict the reaction product. The product is: [C:26]([O:30][C:31]([N:33]1[CH2:38][CH2:37][N:36]([S:14]([C:13]2[C:7]3[O:6][C:5]([C:1]([CH3:4])([CH3:3])[CH3:2])=[N:9][C:8]=3[CH:10]=[CH:11][C:12]=2[Cl:18])(=[O:16])=[O:15])[CH2:35][CH2:34]1)=[O:32])([CH3:29])([CH3:27])[CH3:28]. (3) Given the reactants [Br:1][CH2:2][C:3]([C:5]1[CH:10]=[CH:9][N:8]=[C:7]([S:11][CH3:12])[N:6]=1)=O.[NH2:13][C:14]([NH2:16])=[S:15], predict the reaction product. The product is: [BrH:1].[CH3:12][S:11][C:7]1[N:6]=[C:5]([C:3]2[N:13]=[C:14]([NH2:16])[S:15][CH:2]=2)[CH:10]=[CH:9][N:8]=1. (4) Given the reactants [CH2:1]([O:5][C:6]([N:8]1[CH2:13][CH2:12][N:11]([C:14](=[O:32])[C@@H:15]([NH:24]C(OC(C)(C)C)=O)[CH2:16][C:17]2[C:18]([OH:23])=[N:19][O:20][C:21]=2[CH3:22])[CH2:10][CH2:9]1)=[O:7])[CH2:2][CH2:3][CH3:4].C(O)(C(F)(F)F)=O, predict the reaction product. The product is: [CH2:1]([O:5][C:6]([N:8]1[CH2:9][CH2:10][N:11]([C:14](=[O:32])[C@@H:15]([NH2:24])[CH2:16][C:17]2[C:18]([OH:23])=[N:19][O:20][C:21]=2[CH3:22])[CH2:12][CH2:13]1)=[O:7])[CH2:2][CH2:3][CH3:4]. (5) Given the reactants [CH3:1][C:2]1[N:7]=[CH:6][C:5]([N:8]2[CH:12]=[C:11]([C:13]3[S:14][CH:15]=[C:16]([CH3:18])[N:17]=3)[N:10]=[C:9]2[C:19]2[CH:24]=[CH:23][C:22]([NH:25][C:26]3[C:31]([N+:32]([O-])=O)=[CH:30][CH:29]=[CH:28][N:27]=3)=[CH:21][CH:20]=2)=[CH:4][CH:3]=1.[H][H], predict the reaction product. The product is: [CH3:1][C:2]1[N:7]=[CH:6][C:5]([N:8]2[CH:12]=[C:11]([C:13]3[S:14][CH:15]=[C:16]([CH3:18])[N:17]=3)[N:10]=[C:9]2[C:19]2[CH:20]=[CH:21][C:22]([NH:25][C:26]3[C:31]([NH2:32])=[CH:30][CH:29]=[CH:28][N:27]=3)=[CH:23][CH:24]=2)=[CH:4][CH:3]=1. (6) Given the reactants [Cl:1][C:2]1[CH:3]=[C:4]([C:12]2[O:16][N:15]=[C:14]([C:17]3[CH:18]=[C:19]4[C:23](=[CH:24][CH:25]=3)[NH:22][CH:21]=[CH:20]4)[N:13]=2)[CH:5]=[CH:6][C:7]=1[O:8][CH:9]([CH3:11])[CH3:10].C1C(=O)N([Cl:33])C(=O)C1, predict the reaction product. The product is: [Cl:33][C:20]1[C:19]2[C:23](=[CH:24][CH:25]=[C:17]([C:14]3[N:13]=[C:12]([C:4]4[CH:5]=[CH:6][C:7]([O:8][CH:9]([CH3:11])[CH3:10])=[C:2]([Cl:1])[CH:3]=4)[O:16][N:15]=3)[CH:18]=2)[NH:22][CH:21]=1. (7) Given the reactants [Cl:1][C:2]1[CH:10]=[C:6]([C:7]([OH:9])=O)[C:5]([OH:11])=[CH:4][CH:3]=1.[CH2:12]([O:14][C:15]([C:17]1[C:18]2[CH2:26][CH2:25][CH2:24][CH2:23][C:19]=2[S:20][C:21]=1[NH2:22])=[O:16])[CH3:13], predict the reaction product. The product is: [CH2:12]([O:14][C:15]([C:17]1[C:18]2[CH2:26][CH2:25][CH2:24][CH2:23][C:19]=2[S:20][C:21]=1[NH:22][C:7](=[O:9])[C:6]1[CH:10]=[C:2]([Cl:1])[CH:3]=[CH:4][C:5]=1[OH:11])=[O:16])[CH3:13]. (8) Given the reactants [F:1][C:2]1[CH:3]=[C:4]([CH2:9][C:10]([NH:12][C@H:13]([C:15]([OH:17])=O)[CH3:14])=[O:11])[CH:5]=[C:6]([F:8])[CH:7]=1.Cl.[NH2:19][CH:20]1[C:28]2[C:23](=[CH:24][CH:25]=[CH:26][CH:27]=2)[N:22]([CH3:29])[C:21]1=[O:30].N1C2C(=CC=CC=2)CC1=O, predict the reaction product. The product is: [F:8][C:6]1[CH:5]=[C:4]([CH2:9][C:10]([NH:12][C@H:13]([C:15]([C:20]2([NH2:19])[C:28]3[C:23](=[CH:24][CH:25]=[CH:26][CH:27]=3)[N:22]([CH3:29])[C:21]2=[O:30])=[O:17])[CH3:14])=[O:11])[CH:3]=[C:2]([F:1])[CH:7]=1. (9) Given the reactants [CH2:1]([O:8][C:9]1[CH:14]=[C:13]([O:15][CH2:16][C:17]2[CH:22]=[CH:21][CH:20]=[CH:19][CH:18]=2)[C:12]([Cl:23])=[CH:11][C:10]=1[C:24]1[C:28]([I:29])=[CH:27][NH:26][N:25]=1)[C:2]1[CH:7]=[CH:6][CH:5]=[CH:4][CH:3]=1.C(=O)([O-])[O-].[Cs+].[Cs+].[CH3:36][Si:37]([CH3:44])([CH3:43])[CH2:38][CH2:39][O:40][CH2:41]Cl, predict the reaction product. The product is: [CH2:1]([O:8][C:9]1[CH:14]=[C:13]([O:15][CH2:16][C:17]2[CH:22]=[CH:21][CH:20]=[CH:19][CH:18]=2)[C:12]([Cl:23])=[CH:11][C:10]=1[C:24]1[C:28]([I:29])=[CH:27][N:26]([CH2:41][O:40][CH2:39][CH2:38][Si:37]([CH3:44])([CH3:43])[CH3:36])[N:25]=1)[C:2]1[CH:7]=[CH:6][CH:5]=[CH:4][CH:3]=1. (10) Given the reactants [C:1]([O:5][C@@H:6]([C:12]1[C:13]([CH3:27])=[N:14][C:15]2[N:16]([N:19]=[C:20]([C:22]([O:24][CH2:25][CH3:26])=[O:23])[CH:21]=2)[C:17]=1I)[C:7]([O:9][CH2:10][CH3:11])=[O:8])([CH3:4])([CH3:3])[CH3:2].CC[N:30]([CH:34]([CH3:36])C)[CH:31]([CH3:33])C.CN1C(=O)[CH2:41][CH2:40][CH2:39]1, predict the reaction product. The product is: [C:1]([O:5][C@@H:6]([C:12]1[C:13]([CH3:27])=[N:14][C:15]2[N:16]([N:19]=[C:20]([C:22]([O:24][CH2:25][CH3:26])=[O:23])[CH:21]=2)[C:17]=1[N:30]1[CH2:31][CH2:33][C:40]([CH3:41])([CH3:39])[CH2:36][CH2:34]1)[C:7]([O:9][CH2:10][CH3:11])=[O:8])([CH3:4])([CH3:3])[CH3:2].